This data is from Peptide-MHC class I binding affinity with 185,985 pairs from IEDB/IMGT. The task is: Regression. Given a peptide amino acid sequence and an MHC pseudo amino acid sequence, predict their binding affinity value. This is MHC class I binding data. (1) The peptide sequence is ERSDKSYEH. The MHC is HLA-A01:01 with pseudo-sequence HLA-A01:01. The binding affinity (normalized) is 0.0847. (2) The peptide sequence is RSLFNTVATLY. The MHC is HLA-C06:02 with pseudo-sequence HLA-C06:02. The binding affinity (normalized) is 0. (3) The peptide sequence is RQRLLPAAL. The MHC is HLA-A02:01 with pseudo-sequence HLA-A02:01. The binding affinity (normalized) is 0. (4) The peptide sequence is ASSVLLWMAS. The MHC is HLA-B57:01 with pseudo-sequence HLA-B57:01. The binding affinity (normalized) is 0.110.